Task: Predict the reactants needed to synthesize the given product.. Dataset: Full USPTO retrosynthesis dataset with 1.9M reactions from patents (1976-2016) (1) Given the product [C:19]1([C:17](=[O:18])[C:16]([CH3:3])([CH3:25])[C:15]([C:9]2[CH:10]=[CH:11][CH:12]=[CH:13][CH:14]=2)=[O:26])[CH:24]=[CH:23][CH:22]=[CH:21][CH:20]=1, predict the reactants needed to synthesize it. The reactants are: O=O.[CH3:3]C(C)([O-])C.[K+].[C:9]1([C:15](=[O:26])[CH:16]([CH3:25])[C:17]([C:19]2[CH:24]=[CH:23][CH:22]=[CH:21][CH:20]=2)=[O:18])[CH:14]=[CH:13][CH:12]=[CH:11][CH:10]=1.IC. (2) Given the product [Cl:1][C:2]1[CH:3]=[CH:4][C:5]([CH2:6][NH:7][C:8]([NH:9][O:10][CH2:11][C:12]([NH:18][C@@H:19]([CH3:43])[C:20]([N:22]([C@@H:34]([CH3:42])[CH:35]([O:39][CH2:40][CH3:41])[O:36][CH2:37][CH3:38])[CH2:23][C:24]2[C:33]3[C:28](=[CH:29][CH:30]=[CH:31][CH:32]=3)[CH:27]=[CH:26][CH:25]=2)=[O:21])=[O:14])=[O:15])=[CH:16][CH:17]=1, predict the reactants needed to synthesize it. The reactants are: [Cl:1][C:2]1[CH:17]=[CH:16][C:5]([CH2:6][NH:7][C:8](=[O:15])[NH:9][O:10][CH2:11][C:12]([OH:14])=O)=[CH:4][CH:3]=1.[NH2:18][C@@H:19]([CH3:43])[C:20]([N:22]([C@@H:34]([CH3:42])[CH:35]([O:39][CH2:40][CH3:41])[O:36][CH2:37][CH3:38])[CH2:23][C:24]1[C:33]2[C:28](=[CH:29][CH:30]=[CH:31][CH:32]=2)[CH:27]=[CH:26][CH:25]=1)=[O:21]. (3) Given the product [CH:35]([O:38][C:39]1[CH:40]=[C:41]([CH:44]=[C:45]([O:47][CH:48]([CH3:50])[CH3:49])[CH:46]=1)[CH2:42][N:8]1[CH2:13][CH2:12][CH:11]([NH:14][C:15](=[O:27])[C:16]2[CH:21]=[CH:20][CH:19]=[C:18]([C:22]3[N:23]=[N:24][NH:25][N:26]=3)[CH:17]=2)[CH2:10][CH2:9]1)([CH3:37])[CH3:36], predict the reactants needed to synthesize it. The reactants are: C(OC1C=C(C=C(OCC)C=1F)C[N:8]1[CH2:13][CH2:12][CH:11]([NH:14][C:15](=[O:27])[C:16]2[CH:21]=[CH:20][CH:19]=[C:18]([C:22]3[N:23]=[N:24][NH:25][N:26]=3)[CH:17]=2)[CH2:10][CH2:9]1)C.[CH:35]([O:38][C:39]1[CH:40]=[C:41]([CH:44]=[C:45]([O:47][CH:48]([CH3:50])[CH3:49])[CH:46]=1)[CH:42]=O)([CH3:37])[CH3:36].C([BH3-])#N.[Na+].C(N(C(C)C)C(C)C)C. (4) The reactants are: [Br:1][C:2]1[S:6][C:5]([C:7]([OH:9])=O)=[CH:4][CH:3]=1.C(Cl)(=O)C([Cl:13])=O. Given the product [Br:1][C:2]1[S:6][C:5]([C:7]([Cl:13])=[O:9])=[CH:4][CH:3]=1, predict the reactants needed to synthesize it. (5) Given the product [OH:15][C:12]1[CH:11]=[CH:10][C:9]([C:8](=[C:16]2[CH2:17][C:18]([CH3:25])([CH3:24])[CH2:19][C:20]([CH3:23])([CH3:22])[CH2:21]2)[C:5]2[CH:4]=[CH:3][C:2](/[CH:28]=[CH:27]/[C:26]([O:30][CH2:31][CH3:32])=[O:29])=[CH:7][CH:6]=2)=[CH:14][CH:13]=1, predict the reactants needed to synthesize it. The reactants are: Br[C:2]1[CH:7]=[CH:6][C:5]([C:8](=[C:16]2[CH2:21][C:20]([CH3:23])([CH3:22])[CH2:19][C:18]([CH3:25])([CH3:24])[CH2:17]2)[C:9]2[CH:14]=[CH:13][C:12]([OH:15])=[CH:11][CH:10]=2)=[CH:4][CH:3]=1.[C:26]([O:30][CH2:31][CH3:32])(=[O:29])[CH:27]=[CH2:28].CCN(CC)CC. (6) Given the product [Cl:6][C:7]1[CH:21]=[CH:20][C:10]([CH2:11][N:12]2[C:13]3[CH:18]=[CH:17][CH:16]=[CH:15][C:14]=3[N:19]=[C:3]2[CH2:2][Cl:1])=[CH:9][CH:8]=1, predict the reactants needed to synthesize it. The reactants are: [Cl:1][CH2:2][C:3](O)=O.[Cl:6][C:7]1[CH:21]=[CH:20][C:10]([CH2:11][NH:12][C:13]2[C:14]([NH2:19])=[CH:15][CH:16]=[CH:17][CH:18]=2)=[CH:9][CH:8]=1.O.C(=O)([O-])[O-].[K+].[K+]. (7) The reactants are: [F:1][C:2]1[C:7]([C:8]([F:11])([F:10])[F:9])=[CH:6][CH:5]=[CH:4][C:3]=1[C:12]1(O)[CH2:17][CH2:16][N:15]([CH2:18][CH3:19])[CH2:14][CH2:13]1. Given the product [F:1][C:2]1[C:7]([C:8]([F:9])([F:10])[F:11])=[CH:6][CH:5]=[CH:4][C:3]=1[C:12]1[CH2:17][CH2:16][N:15]([CH2:18][CH3:19])[CH2:14][CH:13]=1, predict the reactants needed to synthesize it. (8) Given the product [F:31][C:30]([F:33])([F:32])[C:28]([OH:34])=[O:29].[F:9][C:8]1[C:3]([C:1]#[N:2])=[C:4]([CH3:27])[C:5]([C@@H:10]2[O:15][CH2:14][C@@H:13]3[CH2:16][NH:17][CH2:18][CH2:19][N:12]3[CH2:11]2)=[CH:6][CH:7]=1, predict the reactants needed to synthesize it. The reactants are: [C:1]([C:3]1[C:4]([CH3:27])=[C:5]([C@@H:10]2[O:15][CH2:14][C@@H:13]3[CH2:16][N:17](C(OC(C)(C)C)=O)[CH2:18][CH2:19][N:12]3[CH2:11]2)[CH:6]=[CH:7][C:8]=1[F:9])#[N:2].[C:28]([OH:34])([C:30]([F:33])([F:32])[F:31])=[O:29]. (9) Given the product [F:29][C:27]1[CH:28]=[C:23]([NH:22][C:21]2[C:16]([C:11]3[N:12]=[C:13]([CH3:15])[N:14]=[C:9]([N:8]([CH2:7][C:6]4[CH:51]=[CH:52][C:3]([O:2][CH3:1])=[CH:4][CH:5]=4)[CH2:42][C:43]4[CH:44]=[CH:45][C:46]([O:49][CH3:50])=[CH:47][CH:48]=4)[N:10]=3)=[CH:17][C:18]([C:32]([N:36]3[CH2:41][CH2:40][O:39][CH2:38][CH2:37]3)([CH3:33])[CH3:35])=[CH:19][N:20]=2)[CH:24]=[N:25][C:26]=1[O:30][CH3:31], predict the reactants needed to synthesize it. The reactants are: [CH3:1][O:2][C:3]1[CH:52]=[CH:51][C:6]([CH2:7][N:8]([CH2:42][C:43]2[CH:48]=[CH:47][C:46]([O:49][CH3:50])=[CH:45][CH:44]=2)[C:9]2[N:14]=[C:13]([CH3:15])[N:12]=[C:11]([C:16]3[CH:17]=[C:18]([C:32]([N:36]4[CH2:41][CH2:40][O:39][CH2:38][CH2:37]4)([CH3:35])[C:33]#N)[CH:19]=[N:20][C:21]=3[NH:22][C:23]3[CH:24]=[N:25][C:26]([O:30][CH3:31])=[C:27]([F:29])[CH:28]=3)[N:10]=2)=[CH:5][CH:4]=1.C[Mg]Br. (10) Given the product [F:63][CH:46]([F:45])[C:47]1[CH:48]=[CH:49][C:50]([F:62])=[C:51]([C:20]2[CH:21]=[CH:22][C:17]([C:16]([O:40][CH3:39])=[O:15])=[CH:18][C:19]=2[C:32]2[C:33]([CH3:38])([CH3:37])[CH2:34][CH2:35][CH:36]=2)[CH:52]=1, predict the reactants needed to synthesize it. The reactants are: C1([C@H](C2C=CC=C([O:15][CH2:16][C:17]3[CH:22]=[CH:21][C:20](C4C=C(OC)C=CC=4F)=[C:19]([C@@H:32]4[CH2:36][CH2:35][CH2:34][C:33]4([CH3:38])[CH3:37])[CH:18]=3)C=2)CC(O)=O)CC1.[C:39](=O)([O-])[O-:40].[K+].[K+].[F:45][CH:46]([F:63])[C:47]1[CH:48]=[CH:49][C:50]([F:62])=[C:51](B2OC(C)(C)C(C)(C)O2)[CH:52]=1.